Dataset: Reaction yield outcomes from USPTO patents with 853,638 reactions. Task: Predict the reaction yield, written as a fraction of the theoretical maximum amount of product (1.0 means a 100% yield; for example, 0.34 means a 34% yield). The reactants are [Sn](Cl)Cl.[Cl:4][C:5]1[C:14]2[C:9](=[C:10]([N+:16]([O-])=O)[C:11]([CH3:15])=[CH:12][CH:13]=2)[CH:8]=[CH:7][N:6]=1. The catalyst is C(O)C.C(Cl)Cl.C(Cl)Cl. The product is [Cl:4][C:5]1[C:14]2[CH:13]=[CH:12][C:11]([CH3:15])=[C:10]([NH2:16])[C:9]=2[CH:8]=[CH:7][N:6]=1. The yield is 0.400.